From a dataset of Full USPTO retrosynthesis dataset with 1.9M reactions from patents (1976-2016). Predict the reactants needed to synthesize the given product. (1) The reactants are: [CH2:1]([C:4]1[CH:9]=[CH:8][C:7]([C:10]2[CH:11]=[C:12]3[C:17](=[CH:18][CH:19]=2)[CH:16]=[C:15]([OH:20])[CH:14]=[CH:13]3)=[CH:6][CH:5]=1)[CH2:2][CH3:3].[F:21][N+]1C=C(OC(F)(F)F)C=CC=1S([O-])(=O)=O. Given the product [F:21][C:16]1[C:17]2[C:12](=[CH:11][C:10]([C:7]3[CH:6]=[CH:5][C:4]([CH2:1][CH2:2][CH3:3])=[CH:9][CH:8]=3)=[CH:19][CH:18]=2)[CH:13]=[CH:14][C:15]=1[OH:20], predict the reactants needed to synthesize it. (2) Given the product [O:23]=[S:2]1(=[O:1])[CH2:7][CH2:6][N:5]([CH2:8][CH2:9][N:10]([CH2:25][CH2:26][N:27]2[CH2:32][CH2:31][S:30](=[O:34])(=[O:33])[CH2:29][CH2:28]2)[S:11]([C:14]2[CH:19]=[CH:18][CH:17]=[CH:16][C:15]=2[N+:20]([O-:22])=[O:21])(=[O:12])=[O:13])[CH2:4][CH2:3]1, predict the reactants needed to synthesize it. The reactants are: [O:1]=[S:2]1(=[O:23])[CH2:7][CH2:6][N:5]([CH2:8][CH2:9][NH:10][S:11]([C:14]2[CH:19]=[CH:18][CH:17]=[CH:16][C:15]=2[N+:20]([O-:22])=[O:21])(=[O:13])=[O:12])[CH2:4][CH2:3]1.O[CH2:25][CH2:26][N:27]1[CH2:32][CH2:31][S:30](=[O:34])(=[O:33])[CH2:29][CH2:28]1.C1(P(C2C=CC=CC=2)C2C=CC=CC=2)C=CC=CC=1.N(C(OCC)=O)=NC(OCC)=O.C(O)(C(F)(F)F)=O. (3) Given the product [F:1][C:2]1[CH:3]=[C:4]([CH:5]=[CH:6][CH:7]=1)[CH2:8][O:9][C:11]1[CH:22]=[C:15]2[N:16]([CH3:21])[C@H:17]([CH3:20])[CH2:18][CH2:19][N:14]2[C:13](=[O:23])[N:12]=1, predict the reactants needed to synthesize it. The reactants are: [F:1][C:2]1[CH:3]=[C:4]([CH2:8][OH:9])[CH:5]=[CH:6][CH:7]=1.Cl[C:11]1[CH:22]=[C:15]2[N:16]([CH3:21])[C@H:17]([CH3:20])[CH2:18][CH2:19][N:14]2[C:13](=[O:23])[N:12]=1. (4) The reactants are: [Br:1][C:2]1[CH:7]=[C:6](F)[CH:5]=[C:4]([Cl:9])[CH:3]=1.[CH3:10][O-:11].[Na+]. Given the product [Br:1][C:2]1[CH:7]=[C:6]([O:11][CH3:10])[CH:5]=[C:4]([Cl:9])[CH:3]=1, predict the reactants needed to synthesize it. (5) Given the product [CH:12]1([C:2]2[CH:3]=[C:4]([CH:8]=[C:9]([F:11])[CH:10]=2)[C:5]([OH:7])=[O:6])[CH2:14][CH2:13]1, predict the reactants needed to synthesize it. The reactants are: Br[C:2]1[CH:3]=[C:4]([CH:8]=[C:9]([F:11])[CH:10]=1)[C:5]([OH:7])=[O:6].[CH:12]1(B(O)O)[CH2:14][CH2:13]1.[O-]P([O-])([O-])=O.[K+].[K+].[K+]. (6) Given the product [C:25]([O:29][C:30]([N:32]1[CH2:35][CH:34]([N:36]2[CH:40]=[C:39]([C:2]3[CH:24]=[CH:23][C:5]4[C:6]5[N:7]=[C:8]([C:14]6[N:15]([CH:20]([CH3:22])[CH3:21])[N:16]=[C:17]([CH3:19])[N:18]=6)[S:9][C:10]=5[CH2:11][CH2:12][O:13][C:4]=4[CH:3]=3)[CH:38]=[N:37]2)[CH2:33]1)=[O:31])([CH3:28])([CH3:26])[CH3:27], predict the reactants needed to synthesize it. The reactants are: Br[C:2]1[CH:24]=[CH:23][C:5]2[C:6]3[N:7]=[C:8]([C:14]4[N:15]([CH:20]([CH3:22])[CH3:21])[N:16]=[C:17]([CH3:19])[N:18]=4)[S:9][C:10]=3[CH2:11][CH2:12][O:13][C:4]=2[CH:3]=1.[C:25]([O:29][C:30]([N:32]1[CH2:35][CH:34]([N:36]2[CH:40]=[C:39](B3OC(C)(C)C(C)(C)O3)[CH:38]=[N:37]2)[CH2:33]1)=[O:31])([CH3:28])([CH3:27])[CH3:26].